From a dataset of NCI-60 drug combinations with 297,098 pairs across 59 cell lines. Regression. Given two drug SMILES strings and cell line genomic features, predict the synergy score measuring deviation from expected non-interaction effect. (1) Drug 1: C1=C(C(=O)NC(=O)N1)N(CCCl)CCCl. Drug 2: CN(CCCl)CCCl.Cl. Cell line: MCF7. Synergy scores: CSS=32.7, Synergy_ZIP=-9.44, Synergy_Bliss=-4.95, Synergy_Loewe=-30.0, Synergy_HSA=-2.35. (2) Drug 1: C1CCC(C1)C(CC#N)N2C=C(C=N2)C3=C4C=CNC4=NC=N3. Drug 2: CCCS(=O)(=O)NC1=C(C(=C(C=C1)F)C(=O)C2=CNC3=C2C=C(C=N3)C4=CC=C(C=C4)Cl)F. Cell line: NCI-H460. Synergy scores: CSS=-1.90, Synergy_ZIP=7.28, Synergy_Bliss=-0.00185, Synergy_Loewe=-2.05, Synergy_HSA=-4.07. (3) Drug 1: C1CCC(C1)C(CC#N)N2C=C(C=N2)C3=C4C=CNC4=NC=N3. Drug 2: C1CNP(=O)(OC1)N(CCCl)CCCl. Cell line: T-47D. Synergy scores: CSS=-8.91, Synergy_ZIP=2.01, Synergy_Bliss=-3.33, Synergy_Loewe=-7.91, Synergy_HSA=-8.51. (4) Drug 1: CC1C(C(=O)NC(C(=O)N2CCCC2C(=O)N(CC(=O)N(C(C(=O)O1)C(C)C)C)C)C(C)C)NC(=O)C3=C4C(=C(C=C3)C)OC5=C(C(=O)C(=C(C5=N4)C(=O)NC6C(OC(=O)C(N(C(=O)CN(C(=O)C7CCCN7C(=O)C(NC6=O)C(C)C)C)C)C(C)C)C)N)C. Drug 2: CC(C)(C#N)C1=CC(=CC(=C1)CN2C=NC=N2)C(C)(C)C#N. Cell line: HOP-62. Synergy scores: CSS=18.9, Synergy_ZIP=-3.42, Synergy_Bliss=-1.35, Synergy_Loewe=-7.97, Synergy_HSA=-1.97. (5) Drug 1: C1CC(C1)(C(=O)O)C(=O)O.[NH2-].[NH2-].[Pt+2]. Drug 2: CCCCC(=O)OCC(=O)C1(CC(C2=C(C1)C(=C3C(=C2O)C(=O)C4=C(C3=O)C=CC=C4OC)O)OC5CC(C(C(O5)C)O)NC(=O)C(F)(F)F)O. Cell line: MDA-MB-231. Synergy scores: CSS=15.3, Synergy_ZIP=-2.55, Synergy_Bliss=-4.73, Synergy_Loewe=-23.6, Synergy_HSA=-5.44.